This data is from TCR-epitope binding with 47,182 pairs between 192 epitopes and 23,139 TCRs. The task is: Binary Classification. Given a T-cell receptor sequence (or CDR3 region) and an epitope sequence, predict whether binding occurs between them. (1) The epitope is YLNTLTLAV. The TCR CDR3 sequence is CASSLTTEQYF. Result: 1 (the TCR binds to the epitope). (2) The epitope is PROT_97E67BCC. The TCR CDR3 sequence is CASSRGARGNQPQHF. Result: 1 (the TCR binds to the epitope). (3) The epitope is ATDALMTGY. The TCR CDR3 sequence is CASSTLRYEQYF. Result: 0 (the TCR does not bind to the epitope). (4) The epitope is RLRAEAQVK. The TCR CDR3 sequence is CASSLDEGQGVGYEQYF. Result: 0 (the TCR does not bind to the epitope). (5) The epitope is GLIYNRMGAVTTEV. The TCR CDR3 sequence is CASSREAGDPNTGELFF. Result: 0 (the TCR does not bind to the epitope). (6) The epitope is AVFDRKSDAK. The TCR CDR3 sequence is CASSPGTALYEQYF. Result: 0 (the TCR does not bind to the epitope). (7) The epitope is ILGLPTQTV. The TCR CDR3 sequence is CASSQLGTSGNEQFF. Result: 1 (the TCR binds to the epitope). (8) The epitope is KMKDLSPRW. The TCR CDR3 sequence is CASSPQLDRGNEQFF. Result: 0 (the TCR does not bind to the epitope). (9) The epitope is NYSGVVTTVMF. The TCR CDR3 sequence is CSARGQGEGFF. Result: 0 (the TCR does not bind to the epitope). (10) The epitope is VTIAEILLI. The TCR CDR3 sequence is CASSTGPQSSYEQYF. Result: 0 (the TCR does not bind to the epitope).